This data is from PAMPA (Parallel Artificial Membrane Permeability Assay) permeability data from NCATS. The task is: Regression/Classification. Given a drug SMILES string, predict its absorption, distribution, metabolism, or excretion properties. Task type varies by dataset: regression for continuous measurements (e.g., permeability, clearance, half-life) or binary classification for categorical outcomes (e.g., BBB penetration, CYP inhibition). Dataset: pampa_ncats. (1) The compound is C1=CC=C(C=C1)CN2C3=CC=CC=C3C(=N2)C4=CC=C(O4)CO. The result is 1 (high permeability). (2) The molecule is CC1=CN=C(N=C1NCC2CCN(CC2)C3COC3)C4=CC=CC=C4C(C)C. The result is 1 (high permeability). (3) The result is 1 (high permeability). The drug is CC1=CC=C(C=C1)S(=O)(=O)NC2=C(C=CN=C2)C(=O)NC3=NC(=CS3)C4=CC=CO4. (4) The drug is CC1=C(C=C(C=C1)C2=NC3=CC=CC=C3O2)NC(=O)COC4=CC=CC=C4. The result is 1 (high permeability). (5) The compound is C1=CC=C(C=C1)C2=CSC(=N2)NC(=O)C3=C(C=NC=C3)NS(=O)(=O)C4=C(C=C(C=C4)F)Cl. The result is 1 (high permeability).